This data is from Peptide-MHC class II binding affinity with 134,281 pairs from IEDB. The task is: Regression. Given a peptide amino acid sequence and an MHC pseudo amino acid sequence, predict their binding affinity value. This is MHC class II binding data. (1) The peptide sequence is YDKFLANVSTKLTGK. The MHC is DRB1_1602 with pseudo-sequence DRB1_1602. The binding affinity (normalized) is 0.938. (2) The peptide sequence is MSIYVYALPLKMLNI. The MHC is DRB1_1302 with pseudo-sequence DRB1_1302. The binding affinity (normalized) is 0.424. (3) The binding affinity (normalized) is 0.486. The peptide sequence is RRWRSMPEISMLRSS. The MHC is H-2-IAd with pseudo-sequence H-2-IAd. (4) The peptide sequence is LSKDGCTSAKGPDYK. The MHC is H-2-IAb with pseudo-sequence H-2-IAb. The binding affinity (normalized) is 0.0255.